Predict which catalyst facilitates the given reaction. From a dataset of Catalyst prediction with 721,799 reactions and 888 catalyst types from USPTO. Reactant: [C:1]([O:5][C:6](=[O:27])[N:7]([CH2:11][C:12]1[NH:13][C:14](=[O:26])[C:15]2[CH:20]=[N:19][N:18]([CH:21]3[CH2:25][CH2:24][CH2:23][CH2:22]3)[C:16]=2[N:17]=1)[CH2:8][CH2:9][OH:10])([CH3:4])([CH3:3])[CH3:2].C(N(CC)CC)C.[CH3:35][S:36](Cl)(=[O:38])=[O:37]. Product: [CH3:35][S:36]([O:10][CH2:9][CH2:8][N:7]([C:6]([O:5][C:1]([CH3:4])([CH3:2])[CH3:3])=[O:27])[CH2:11][C:12]1[NH:13][C:14](=[O:26])[C:15]2[CH:20]=[N:19][N:18]([CH:21]3[CH2:25][CH2:24][CH2:23][CH2:22]3)[C:16]=2[N:17]=1)(=[O:38])=[O:37]. The catalyst class is: 4.